This data is from Reaction yield outcomes from USPTO patents with 853,638 reactions. The task is: Predict the reaction yield, written as a fraction of the theoretical maximum amount of product (1.0 means a 100% yield; for example, 0.34 means a 34% yield). (1) The product is [F:28][C:25]1[CH:26]=[CH:27][C:22]([C:15]2[C:16]3[C:17](=[O:21])[O:18][CH2:19][C:20]=3[C:8]([OH:7])=[C:9]3[C:14]=2[CH:13]=[C:12]([O:29][CH3:30])[C:11]([O:31][CH3:32])=[CH:10]3)=[CH:23][CH:24]=1. The reactants are C(=O)([O:7][C:8]1[C:20]2[CH2:19][O:18][C:17](=[O:21])[C:16]=2[C:15]([C:22]2[CH:27]=[CH:26][C:25]([F:28])=[CH:24][CH:23]=2)=[C:14]2[C:9]=1[CH:10]=[C:11]([O:31][CH3:32])[C:12]([O:29][CH3:30])=[CH:13]2)OC(C)(C)C.N1CCCCC1.Cl. The yield is 0.760. The catalyst is ClCCl. (2) The reactants are [N-:1]=[N+:2]=[N-:3].[Na+].[Cl:5][C:6]1[CH:15]=[CH:14][C:9]([O:10][CH:11]2[CH2:13]O2)=[CH:8][CH:7]=1.[Cl-].[NH4+].[C:18](#N)C. The catalyst is O. The product is [N:1]([CH2:18][CH2:13][CH2:11][O:10][C:9]1[CH:14]=[CH:15][C:6]([Cl:5])=[CH:7][CH:8]=1)=[N+:2]=[N-:3]. The yield is 0.760. (3) The reactants are [CH3:1][O:2][C:3]([C:5]1[CH:13]=[C:12]2[C:8]([C:9]([CH:14]=O)=[CH:10][NH:11]2)=[CH:7][CH:6]=1)=[O:4].[O:16]1[CH2:21][CH2:20][N:19]([C:22]2[CH:28]=[CH:27][C:25]([NH2:26])=[CH:24][CH:23]=2)[CH2:18][CH2:17]1.C([Sn](Cl)(Cl)CCCC)CCC.C1([SiH3])C=CC=CC=1. The catalyst is C1COCC1. The product is [CH3:1][O:2][C:3]([C:5]1[CH:13]=[C:12]2[C:8]([C:9]([CH2:14][NH:26][C:25]3[CH:24]=[CH:23][C:22]([N:19]4[CH2:20][CH2:21][O:16][CH2:17][CH2:18]4)=[CH:28][CH:27]=3)=[CH:10][NH:11]2)=[CH:7][CH:6]=1)=[O:4]. The yield is 0.980. (4) The reactants are [F:1][C:2]1[CH:9]=[C:8]([O:10]C)[CH:7]=[CH:6][C:3]=1[CH:4]=[O:5].B(Br)(Br)[Br:13]. The catalyst is C(Cl)Cl. The product is [Br:13][C:7]1[C:8]([OH:10])=[CH:9][C:2]([F:1])=[C:3]([CH:6]=1)[CH:4]=[O:5]. The yield is 0.806.